This data is from Catalyst prediction with 721,799 reactions and 888 catalyst types from USPTO. The task is: Predict which catalyst facilitates the given reaction. (1) Reactant: [CH2:1]([O:3][C:4]([CH2:6][C@H:7]1[CH2:12][CH2:11][C@H:10]([C:13]([OH:15])=O)[CH2:9][CH2:8]1)=[O:5])[CH3:2].S(Cl)([Cl:18])=O. Product: [CH2:1]([O:3][C:4](=[O:5])[CH2:6][C@H:7]1[CH2:12][CH2:11][C@H:10]([C:13]([Cl:18])=[O:15])[CH2:9][CH2:8]1)[CH3:2]. The catalyst class is: 1. (2) Reactant: [C:1](=[O:4])([OH:3])[O-].[Na+].Cl.[NH2:7][OH:8].[C:9]1([O:15][C:16](Cl)=[O:17])[CH:14]=[CH:13][CH:12]=[CH:11][CH:10]=1. Product: [O:3]([C:1]([NH:7][O:8][C:16]([O:15][C:9]1[CH:14]=[CH:13][CH:12]=[CH:11][CH:10]=1)=[O:17])=[O:4])[C:9]1[CH:14]=[CH:13][CH:12]=[CH:11][CH:10]=1. The catalyst class is: 6. (3) Reactant: [CH3:1][CH2:2][C:3]1[CH:4]=[CH:5][CH:6]=[C:7]2[C:11]3[CH2:12][CH2:13][O:14][C:15]([CH2:18][C:19]([OH:21])=[O:20])([CH2:16][CH3:17])[C:10]=3[NH:9][C:8]=12.[OH-].[Na+:23]. Product: [CH3:1][CH2:2][C:3]1[C:8]2[NH:9][C:10]3[C:15]([CH2:18][C:19]([O-:21])=[O:20])([CH2:16][CH3:17])[O:14][CH2:13][CH2:12][C:11]=3[C:7]=2[CH:6]=[CH:5][CH:4]=1.[Na+:23]. The catalyst class is: 8. (4) Reactant: [CH2:1]([O:8][C@H:9]1[CH2:13][CH2:12][CH2:11][C@@H:10]1[NH2:14])[C:2]1[CH:7]=[CH:6][CH:5]=[CH:4][CH:3]=1.[CH2:15]1[CH2:21][S:18](=[O:20])(=[O:19])[O:17][CH2:16]1. Product: [CH2:1]([O:8][C@H:9]1[CH2:13][CH2:12][CH2:11][C@@H:10]1[NH:14][CH2:16][CH2:15][CH2:21][S:18]([OH:20])(=[O:19])=[O:17])[C:2]1[CH:7]=[CH:6][CH:5]=[CH:4][CH:3]=1. The catalyst class is: 7. (5) Reactant: [Si:1](Cl)(C(C)(C)C)(C)C.[Si](Cl)(C(C)(C)C)([C:16]1[CH:21]=[CH:20][CH:19]=[CH:18][CH:17]=1)[C:16]1[CH:21]=[CH:20][CH:19]=[CH:18][CH:17]=1.C(#N)C.CCN(C(C)C)[CH:33]([CH3:35])[CH3:34].CN([CH:42]=[O:43])C. Product: [SiH3:1][O:43][C:42]1[C:17]2[C:16](=[CH:21][CH:20]=[CH:19][CH:18]=2)[CH:35]=[CH:33][CH:34]=1. The catalyst class is: 168. (6) Reactant: O=O.[F:3][C:4]1[CH:5]=[C:6]([S:10][C:11]2[CH:12]=[C:13]3[C:18](=[CH:19][CH:20]=2)[C:17]([C:21]([NH2:23])=[O:22])=[CH:16][CH2:15][CH2:14]3)[CH:7]=[CH:8][CH:9]=1.[H][H]. Product: [F:3][C:4]1[CH:5]=[C:6]([S:10][C:11]2[CH:12]=[C:13]3[C:18](=[CH:19][CH:20]=2)[C@H:17]([C:21]([NH2:23])=[O:22])[CH2:16][CH2:15][CH2:14]3)[CH:7]=[CH:8][CH:9]=1. The catalyst class is: 5.